This data is from Catalyst prediction with 721,799 reactions and 888 catalyst types from USPTO. The task is: Predict which catalyst facilitates the given reaction. Reactant: [Cl:1][C:2]1[CH:3]=[C:4]([C:12]2[O:16][N:15]=[C:14]([C:17]3[CH:18]=[CH:19][C:20]([CH2:27][CH2:28][CH2:29][C:30]([O:32]CC)=[O:31])=[C:21]4[C:25]=3[N:24]([CH3:26])[CH:23]=[CH:22]4)[N:13]=2)[CH:5]=[CH:6][C:7]=1[O:8][CH:9]([CH3:11])[CH3:10].[OH-].[Na+]. Product: [Cl:1][C:2]1[CH:3]=[C:4]([C:12]2[O:16][N:15]=[C:14]([C:17]3[CH:18]=[CH:19][C:20]([CH2:27][CH2:28][CH2:29][C:30]([OH:32])=[O:31])=[C:21]4[C:25]=3[N:24]([CH3:26])[CH:23]=[CH:22]4)[N:13]=2)[CH:5]=[CH:6][C:7]=1[O:8][CH:9]([CH3:11])[CH3:10]. The catalyst class is: 40.